Dataset: Catalyst prediction with 721,799 reactions and 888 catalyst types from USPTO. Task: Predict which catalyst facilitates the given reaction. (1) Reactant: [C:1]([C:3]1[CH:4]=[C:5]([C:10]2[O:14][C:13]([NH:15][CH2:16][C:17]([O:19]C(C)(C)C)=[O:18])=[N:12][N:11]=2)[CH:6]=[CH:7][C:8]=1[F:9])#[N:2]. Product: [C:1]([C:3]1[CH:4]=[C:5]([C:10]2[O:14][C:13]([NH:15][CH2:16][C:17]([OH:19])=[O:18])=[N:12][N:11]=2)[CH:6]=[CH:7][C:8]=1[F:9])#[N:2]. The catalyst class is: 89. (2) The catalyst class is: 2. Product: [CH2:46]([O:45][CH2:44][CH2:43][O:42][CH2:41][CH2:40][O:39][CH2:38][CH2:37][O:36][CH2:35][CH2:34][O:33][CH2:32][CH2:31][O:30][C:27]1[CH:26]=[CH:25][C:24]([O:23][CH2:22][CH2:21][O:20][CH2:19][CH2:18][O:17][CH2:16][CH2:15][O:14][CH2:13][CH2:12][O:11][CH2:10][CH2:9][OH:8])=[CH:29][CH:28]=1)[C:47]1[CH:48]=[CH:49][CH:50]=[CH:51][CH:52]=1. Reactant: C([O:8][CH2:9][CH2:10][O:11][CH2:12][CH2:13][O:14][CH2:15][CH2:16][O:17][CH2:18][CH2:19][O:20][CH2:21][CH2:22][O:23][C:24]1[CH:29]=[CH:28][C:27]([O:30][CH2:31][CH2:32][O:33][CH2:34][CH2:35][O:36][CH2:37][CH2:38][O:39][CH2:40][CH2:41][O:42][CH2:43][CH2:44][O:45][C:46](C2C=CC=CC=2)(C2C=CC=CC=2)[C:47]2[CH:52]=[CH:51][CH:50]=[CH:49][CH:48]=2)=[CH:26][CH:25]=1)C1C=CC=CC=1.FC(F)(F)C(O)=O.O.C(OCC)(=O)C. (3) Reactant: [Cl:1][C:2]1[CH:3]=[C:4]([CH:18]=[CH:19][C:20]=1[F:21])[CH2:5][C:6]1[CH:7]=[N:8][C:9]2[N:10]([N:12]=[CH:13][C:14]=2[C:15]([OH:17])=O)[CH:11]=1.CN(C(ON1N=NC2C=CC=CC1=2)=[N+](C)C)C.[B-](F)(F)(F)F.C(N(CC)CC)C.[NH2:51][CH2:52][C:53]([NH2:55])=[O:54]. Product: [NH2:55][C:53](=[O:54])[CH2:52][NH:51][C:15]([C:14]1[CH:13]=[N:12][N:10]2[CH:11]=[C:6]([CH2:5][C:4]3[CH:18]=[CH:19][C:20]([F:21])=[C:2]([Cl:1])[CH:3]=3)[CH:7]=[N:8][C:9]=12)=[O:17]. The catalyst class is: 3. (4) Reactant: [C:1]([O:5][C:6](=[O:37])[N:7]([CH2:14][CH2:15][NH:16][C:17]1[N:22]2[N:23]=[C:24]([CH3:35])[C:25]([C:26]3[C:31]([Cl:32])=[CH:30][C:29]([OH:33])=[CH:28][C:27]=3[Cl:34])=[C:21]2[N:20]=[C:19]([CH3:36])[CH:18]=1)[CH:8]1[CH2:13][CH2:12][O:11][CH2:10][CH2:9]1)([CH3:4])([CH3:3])[CH3:2].N1C(C)=CC=CC=1C.F[C:47](F)(F)[S:48](O[S:48]([C:47](F)(F)F)(=[O:50])=[O:49])(=[O:50])=[O:49]. Product: [C:1]([O:5][C:6]([N:7]([CH:8]1[CH2:13][CH2:12][O:11][CH2:10][CH2:9]1)[CH2:14][CH2:15][NH:16][C:17]1[N:22]2[N:23]=[C:24]([CH3:35])[C:25]([C:26]3[C:27]([Cl:34])=[CH:28][C:29]([O:33][S:48]([CH3:47])(=[O:50])=[O:49])=[CH:30][C:31]=3[Cl:32])=[C:21]2[N:20]=[C:19]([CH3:36])[CH:18]=1)=[O:37])([CH3:4])([CH3:3])[CH3:2]. The catalyst class is: 2. (5) Reactant: C([O:3][C:4]([C:6]1([S:21]([C:24]2[CH:29]=[CH:28][C:27]([O:30][CH2:31][C:32]#[C:33][CH3:34])=[CH:26][CH:25]=2)(=[O:23])=[O:22])[CH2:11][CH2:10][N:9]([CH2:12][C:13]2[CH:18]=[CH:17][C:16]([C:19]#[N:20])=[CH:15][CH:14]=2)[CH2:8][CH2:7]1)=[O:5])C.CO.[OH-].[Na+]. Product: [CH2:31]([O:30][C:27]1[CH:28]=[CH:29][C:24]([S:21]([C:6]2([C:4]([OH:5])=[O:3])[CH2:11][CH2:10][N:9]([CH2:12][C:13]3[CH:14]=[CH:15][C:16]([C:19]#[N:20])=[CH:17][CH:18]=3)[CH2:8][CH2:7]2)(=[O:22])=[O:23])=[CH:25][CH:26]=1)[C:32]#[C:33][CH3:34]. The catalyst class is: 1.